Dataset: Catalyst prediction with 721,799 reactions and 888 catalyst types from USPTO. Task: Predict which catalyst facilitates the given reaction. (1) Reactant: Cl[CH2:2][C@@H:3]([OH:6])[CH2:4][OH:5].[N-:7]=[N+:8]=[N-:9].[Na+].N1[CH:15]=[CH:14]N=C1.[CH2:16]([Si:18](Cl)([CH2:21][CH3:22])[CH2:19][CH3:20])[CH3:17]. Product: [N:7]([CH2:2][C@@H:3]([O:6][Si:18]([CH2:14][CH3:15])([CH2:19][CH3:20])[CH2:16][CH3:17])[CH2:4][O:5][Si:18]([CH2:21][CH3:22])([CH2:19][CH3:20])[CH2:16][CH3:17])=[N+:8]=[N-:9]. The catalyst class is: 163. (2) Reactant: C(C1C=CC(C(Cl)=O)=CC=1)C.[CH3:12][O:13][C:14]1[CH:15]=[C:16]2[C:21](=[CH:22][C:23]=1[O:24][CH3:25])[N:20]=[CH:19][CH:18]=[C:17]2[O:26][C:27]1[CH:33]=[CH:32][C:30]([NH2:31])=[CH:29][C:28]=1[F:34].[CH2:35]([C:37]1[CH:42]=[CH:41][C:40]([C:43]([N:45]=[C:46]=[S:47])=[O:44])=[CH:39][CH:38]=1)[CH3:36]. Product: [CH2:35]([C:37]1[CH:38]=[CH:39][C:40]([C:43]([N:45]=[C:46]=[S:47])=[O:44])=[CH:41][CH:42]=1)[CH3:36].[CH3:12][O:13][C:14]1[CH:15]=[C:16]2[C:21](=[CH:22][C:23]=1[O:24][CH3:25])[N:20]=[CH:19][CH:18]=[C:17]2[O:26][C:27]1[CH:33]=[CH:32][C:30]([NH:31][C:46]([NH:45][C:43](=[O:44])[C:40]2[CH:41]=[CH:42][C:37]([CH2:35][CH3:36])=[CH:38][CH:39]=2)=[S:47])=[CH:29][C:28]=1[F:34]. The catalyst class is: 234.